Dataset: Full USPTO retrosynthesis dataset with 1.9M reactions from patents (1976-2016). Task: Predict the reactants needed to synthesize the given product. (1) Given the product [F:7][C:8]1[S:12][C:11]([NH:13][S:14]([N:1]2[CH:5]=[CH:4][N:3]=[CH:2]2)(=[O:16])=[O:15])=[N:10][CH:9]=1, predict the reactants needed to synthesize it. The reactants are: [NH:1]1[CH:5]=[CH:4][N:3]=[CH:2]1.Cl.[F:7][C:8]1[S:12][C:11]([NH2:13])=[N:10][CH:9]=1.[S:14](Cl)(Cl)(=[O:16])=[O:15]. (2) Given the product [N:11]1([CH2:20][C:21]2[N:25]([CH2:26][CH2:27][NH:29][CH3:30])[C:24]3[CH:31]=[CH:32][CH:33]=[CH:34][C:23]=3[N:22]=2)[C:15]2[CH:16]=[CH:17][CH:18]=[CH:19][C:14]=2[N:13]=[N:12]1, predict the reactants needed to synthesize it. The reactants are: [H-].[Al+3].[Li+].[H-].[H-].[H-].[Cl-].[Al+3].[Cl-].[Cl-].[N:11]1([CH2:20][C:21]2[N:25]([CH2:26][C:27]([NH:29][CH3:30])=O)[C:24]3[CH:31]=[CH:32][CH:33]=[CH:34][C:23]=3[N:22]=2)[C:15]2[CH:16]=[CH:17][CH:18]=[CH:19][C:14]=2[N:13]=[N:12]1. (3) Given the product [N+:15]([C:12]1[CH:13]=[CH:14][C:9]([O:8][C:6]2[CH:7]=[C:2]3[C:3](=[CH:4][CH:5]=2)[NH:18][N:31]=[CH:1]3)=[N:10][CH:11]=1)([O-:17])=[O:16], predict the reactants needed to synthesize it. The reactants are: [CH3:1][C:2]1[CH:7]=[C:6]([O:8][C:9]2[CH:14]=[CH:13][C:12]([N+:15]([O-:17])=[O:16])=[CH:11][N:10]=2)[CH:5]=[CH:4][C:3]=1[NH2:18].C([O-])(=O)C.[K+].C(OC(=O)C)(=O)C.[N:31](OCCC(C)C)=O.